This data is from Reaction yield outcomes from USPTO patents with 853,638 reactions. The task is: Predict the reaction yield, written as a fraction of the theoretical maximum amount of product (1.0 means a 100% yield; for example, 0.34 means a 34% yield). (1) The reactants are C(=O)([O-])[O-].[K+].[K+].[NH2:7][C:8]1[C:21]([Cl:22])=[CH:20][C:19]([Cl:23])=[CH:18][C:9]=1[C:10]([N:12]=[S:13]([CH2:16][CH3:17])[CH2:14][CH3:15])=[O:11].[Cl:24][C:25]1[C:26]([N:31]2[C:35]([C:36](Cl)=[O:37])=[CH:34][C:33]([C:39]([F:42])([F:41])[F:40])=[N:32]2)=[N:27][CH:28]=[CH:29][CH:30]=1. The catalyst is ClCCl. The product is [Cl:24][C:25]1[C:26]([N:31]2[C:35]([C:36]([NH:7][C:8]3[C:9]([C:10](=[O:11])[N:12]=[S:13]([CH2:14][CH3:15])[CH2:16][CH3:17])=[CH:18][C:19]([Cl:23])=[CH:20][C:21]=3[Cl:22])=[O:37])=[CH:34][C:33]([C:39]([F:42])([F:40])[F:41])=[N:32]2)=[N:27][CH:28]=[CH:29][CH:30]=1. The yield is 0.520. (2) The reactants are [CH2:1]([O:8][C:9]1[C:10]([F:29])=[C:11]([C:15]2[N:16]=[C:17]([CH:25]3[CH2:28][CH2:27][CH2:26]3)[N:18]3[CH:23]=[CH:22][N:21]=[C:20](Cl)[C:19]=23)[CH:12]=[CH:13][CH:14]=1)[C:2]1[CH:7]=[CH:6][CH:5]=[CH:4][CH:3]=1.C(OC1C(F)=C(C(NC(C2CCC2)=O)C2C(Cl)=NC=C[N:46]=2)C=CC=1)C1C=CC=CC=1. The catalyst is O=P(Cl)(Cl)Cl. The product is [NH2:46][C:20]1[C:19]2[N:18]([C:17]([CH:25]3[CH2:28][CH2:27][CH2:26]3)=[N:16][C:15]=2[C:11]2[CH:12]=[CH:13][CH:14]=[C:9]([O:8][CH2:1][C:2]3[CH:7]=[CH:6][CH:5]=[CH:4][CH:3]=3)[C:10]=2[F:29])[CH:23]=[CH:22][N:21]=1. The yield is 0.750. (3) The reactants are [CH3:1][C:2]1[CH:11]=[C:10](Cl)[C:9]2[C:4](=[CH:5][CH:6]=[CH:7][CH:8]=2)[N:3]=1.[CH3:13][O:14][C:15]1[CH:16]=[C:17]2[C:22](=[CH:23][CH:24]=1)[NH:21][CH2:20][CH2:19][CH2:18]2.CC(C1C=C(C(C)C)C(C2C=CC=CC=2P(C2CCCCC2)C2CCCCC2)=C(C(C)C)C=1)C.C([O-])([O-])=O.[Cs+].[Cs+]. The catalyst is C([O-])(=O)C.[Pd+2].C([O-])(=O)C.C1(C)C=CC=CC=1. The product is [CH3:13][O:14][C:15]1[CH:16]=[C:17]2[C:22](=[CH:23][CH:24]=1)[N:21]([C:10]1[C:9]3[C:4](=[CH:5][CH:6]=[CH:7][CH:8]=3)[N:3]=[C:2]([CH3:1])[CH:11]=1)[CH2:20][CH2:19][CH2:18]2. The yield is 0.750. (4) The reactants are [NH2:1][CH2:2][C@:3]1([C:8]2[CH:13]=[CH:12][C:11]([Cl:14])=[C:10]([Cl:15])[CH:9]=2)[CH2:5][C@@H:4]1[CH2:6]O.NO.S(Cl)(Cl)=O.[OH-].[Na+]. The product is [Cl:15][C:10]1[CH:9]=[C:8]([C@@:3]23[CH2:5][C@@H:4]2[CH2:6][NH:1][CH2:2]3)[CH:13]=[CH:12][C:11]=1[Cl:14]. The catalyst is C(OC(C)C)(=O)C. The yield is 0.420. (5) The product is [Br:1][C:2]1[CH:6]=[N:5][N:4]([CH3:7])[C:3]=1[C:8]1[CH:9]=[C:10]([NH:16][C:26]([NH:25][C:22]2[CH:23]=[CH:24][C:19]([O:18][CH3:17])=[CH:20][CH:21]=2)=[O:27])[CH:11]=[CH:12][C:13]=1[O:14][CH3:15]. The catalyst is C(Cl)Cl. The reactants are [Br:1][C:2]1[CH:6]=[N:5][N:4]([CH3:7])[C:3]=1[C:8]1[CH:9]=[C:10]([NH2:16])[CH:11]=[CH:12][C:13]=1[O:14][CH3:15].[CH3:17][O:18][C:19]1[CH:24]=[CH:23][C:22]([N:25]=[C:26]=[O:27])=[CH:21][CH:20]=1. The yield is 0.780. (6) The reactants are [F:1][C:2]1[CH:7]=[CH:6][C:5]([C:8]2[CH:16]=[CH:15][CH:14]=[C:13]3[C:9]=2[CH2:10][C:11](=[O:17])[NH:12]3)=[CH:4][CH:3]=1.[CH3:18][C:19]1[NH:23][C:22]([CH:24]=O)=[C:21]([C:26]([N:28]2[CH2:33][CH2:32][N:31]([CH3:34])[CH2:30][CH2:29]2)=[O:27])[CH:20]=1. The catalyst is C(O)C.N1CCCCC1. The product is [F:1][C:2]1[CH:3]=[CH:4][C:5]([C:8]2[CH:16]=[CH:15][CH:14]=[C:13]3[C:9]=2[C:10](=[CH:24][C:22]2[NH:23][C:19]([CH3:18])=[CH:20][C:21]=2[C:26]([N:28]2[CH2:29][CH2:30][N:31]([CH3:34])[CH2:32][CH2:33]2)=[O:27])[C:11](=[O:17])[NH:12]3)=[CH:6][CH:7]=1. The yield is 0.400. (7) The reactants are C([O:3][C:4]([C:6]1[NH:10][C:9]2[CH2:11][CH2:12][CH2:13][C:8]=2[CH:7]=1)=[O:5])C.O.[OH-].[Li+]. No catalyst specified. The product is [NH:10]1[C:6]([C:4]([OH:5])=[O:3])=[CH:7][C:8]2[CH2:13][CH2:12][CH2:11][C:9]1=2. The yield is 0.730.